This data is from Full USPTO retrosynthesis dataset with 1.9M reactions from patents (1976-2016). The task is: Predict the reactants needed to synthesize the given product. (1) Given the product [Cl:1][C:2]1[CH:3]=[N:4][C:5]2[N:6]([N:8]=[C:9]([C:11]([N:16]3[CH2:17][CH2:18][C:19]4[S:23][CH:22]=[CH:21][C:20]=4[CH:15]3[CH3:14])=[O:13])[CH:10]=2)[CH:7]=1, predict the reactants needed to synthesize it. The reactants are: [Cl:1][C:2]1[CH:3]=[N:4][C:5]2[N:6]([N:8]=[C:9]([C:11]([OH:13])=O)[CH:10]=2)[CH:7]=1.[CH3:14][CH:15]1[C:20]2[CH:21]=[CH:22][S:23][C:19]=2[CH2:18][CH2:17][NH:16]1. (2) Given the product [N:25]1([S:31]([C:34]2[CH:35]=[C:36]([NH:40][C:21]([C:20]3[CH:19]=[N:18][N:11]4[C:12]([C:14]([F:16])([F:15])[F:17])=[CH:13][C:8]([C:5]5[CH:6]=[CH:7][C:2]([Cl:1])=[C:3]([CH3:24])[CH:4]=5)=[N:9][C:10]=34)=[O:23])[CH:37]=[CH:38][CH:39]=2)(=[O:33])=[O:32])[CH2:26][CH2:27][O:28][CH2:29][CH2:30]1, predict the reactants needed to synthesize it. The reactants are: [Cl:1][C:2]1[CH:7]=[CH:6][C:5]([C:8]2[CH:13]=[C:12]([C:14]([F:17])([F:16])[F:15])[N:11]3[N:18]=[CH:19][C:20]([C:21]([OH:23])=O)=[C:10]3[N:9]=2)=[CH:4][C:3]=1[CH3:24].[N:25]1([S:31]([C:34]2[CH:35]=[C:36]([NH2:40])[CH:37]=[CH:38][CH:39]=2)(=[O:33])=[O:32])[CH2:30][CH2:29][O:28][CH2:27][CH2:26]1. (3) Given the product [CH:1]1([C@H:5]([NH:7][C:8]2[N:16]=[C:15]([C:17]([O:19][CH3:20])=[O:18])[N:14]=[C:13]3[C:9]=2[N:10]([CH2:23][C:24]2[CH:29]=[CH:28][C:27]([C:30]([F:32])([F:33])[F:31])=[CH:26][CH:25]=2)[C:11]([N:21]([CH3:22])[C:34](=[O:39])[CH2:35][CH:36]([CH3:38])[CH3:37])=[N:12]3)[CH3:6])[CH2:4][CH2:3][CH2:2]1, predict the reactants needed to synthesize it. The reactants are: [CH:1]1([C@H:5]([NH:7][C:8]2[N:16]=[C:15]([C:17]([O:19][CH3:20])=[O:18])[N:14]=[C:13]3[C:9]=2[N:10]([CH2:23][C:24]2[CH:29]=[CH:28][C:27]([C:30]([F:33])([F:32])[F:31])=[CH:26][CH:25]=2)[C:11]([NH:21][CH3:22])=[N:12]3)[CH3:6])[CH2:4][CH2:3][CH2:2]1.[C:34](Cl)(=[O:39])[CH2:35][CH:36]([CH3:38])[CH3:37].